Dataset: TCR-epitope binding with 47,182 pairs between 192 epitopes and 23,139 TCRs. Task: Binary Classification. Given a T-cell receptor sequence (or CDR3 region) and an epitope sequence, predict whether binding occurs between them. (1) The epitope is KLVALGINAV. The TCR CDR3 sequence is CASSSRHEGEDTEAFF. Result: 1 (the TCR binds to the epitope). (2) The TCR CDR3 sequence is CASRLAKGRFETQYF. The epitope is FTYASALWEI. Result: 0 (the TCR does not bind to the epitope). (3) The epitope is RLQSLQTYV. The TCR CDR3 sequence is CASSPTTGELFF. Result: 0 (the TCR does not bind to the epitope). (4) The TCR CDR3 sequence is CASSPSEATNTGELFF. Result: 1 (the TCR binds to the epitope). The epitope is GTSGSPIVNR. (5) The epitope is TLIGDCATV. The TCR CDR3 sequence is CSVDSRNEKLFF. Result: 1 (the TCR binds to the epitope). (6) The epitope is IIKDYGKQM. The TCR CDR3 sequence is CASSLEAGLGEDTQYF. Result: 0 (the TCR does not bind to the epitope). (7) The epitope is GPGHKARVL. The TCR CDR3 sequence is CASSLIYGQQGSKSYEQYF. Result: 0 (the TCR does not bind to the epitope). (8) Result: 1 (the TCR binds to the epitope). The epitope is KAFSPEVIPMF. The TCR CDR3 sequence is CASGGANYGYTF.